This data is from Peptide-MHC class II binding affinity with 134,281 pairs from IEDB. The task is: Regression. Given a peptide amino acid sequence and an MHC pseudo amino acid sequence, predict their binding affinity value. This is MHC class II binding data. (1) The peptide sequence is SQDLELSWFLNGLQAY. The MHC is DRB1_0401 with pseudo-sequence DRB1_0401. The binding affinity (normalized) is 0.430. (2) The peptide sequence is FTTTLFLHLVGFPTH. The MHC is DRB1_0301 with pseudo-sequence DRB1_0301. The binding affinity (normalized) is 0.467. (3) The peptide sequence is GELQIVDKIDAAFKS. The MHC is DRB1_0802 with pseudo-sequence DRB1_0802. The binding affinity (normalized) is 0.466. (4) The peptide sequence is EKKKFAATQFEPLAA. The MHC is HLA-DPA10103-DPB10401 with pseudo-sequence HLA-DPA10103-DPB10401. The binding affinity (normalized) is 0.903.